This data is from Full USPTO retrosynthesis dataset with 1.9M reactions from patents (1976-2016). The task is: Predict the reactants needed to synthesize the given product. (1) Given the product [Cl:57][C:54]1[CH:55]=[CH:56][C:51]([C@H:26]([C:27]([N:29]2[CH2:34][CH2:33][N:32]([C:35]3[C:40]([C:41]4[CH:46]=[CH:45][CH:44]=[CH:43][CH:42]=4)=[CH:39][N:38]=[C:37]4[NH:48][CH:49]=[C:50]([CH3:82])[C:36]=34)[CH2:31][CH2:30]2)=[O:28])[CH2:25][C:24]([NH:23][C:91](=[O:92])[O:94][C:2]([CH3:10])([CH3:3])[CH3:1])([CH3:59])[CH3:58])=[CH:52][CH:53]=1, predict the reactants needed to synthesize it. The reactants are: [CH3:1][C:2]1[C:10]2C(=NC=C(C3C=CC=CC=3)C=2N2CCNCC2)N[CH:3]=1.[NH2:23][C:24]([CH3:59])([CH3:58])[CH2:25][C@H:26]([C:51]1[CH:56]=[CH:55][C:54]([Cl:57])=[CH:53][CH:52]=1)[C:27]([N:29]1[CH2:34][CH2:33][N:32]([C:35]2[C:40]([C:41]3[CH:46]=[CH:45][CH:44]=[C:43](F)[CH:42]=3)=[CH:39][N:38]=[C:37]3[NH:48][CH:49]=[CH:50][C:36]=23)[CH2:31][CH2:30]1)=[O:28].C1C=CC2N(O)N=NC=2C=1.O.CCN=C=NCCCN(C)C.[CH3:82]CN(C(C)C)C(C)C.[C:91]([O-:94])([O-])=[O:92].[Na+].[Na+]. (2) Given the product [CH3:24][O:23][C@H:3]1[C@@H:2]([NH:1][CH2:36][C:34]2[CH:33]=[CH:32][C:29]3[O:30][CH2:31][C:26](=[O:25])[NH:27][C:28]=3[N:35]=2)[CH2:7][CH2:6][N:5]([CH2:8][CH2:9][N:10]2[C:19]3[C:14](=[CH:15][CH:16]=[C:17]([C:20]#[N:21])[CH:18]=3)[CH:13]=[CH:12][C:11]2=[O:22])[CH2:4]1, predict the reactants needed to synthesize it. The reactants are: [NH2:1][C@H:2]1[CH2:7][CH2:6][N:5]([CH2:8][CH2:9][N:10]2[C:19]3[C:14](=[CH:15][CH:16]=[C:17]([C:20]#[N:21])[CH:18]=3)[CH:13]=[CH:12][C:11]2=[O:22])[CH2:4][C@H:3]1[O:23][CH3:24].[O:25]=[C:26]1[CH2:31][O:30][C:29]2[CH:32]=[CH:33][C:34]([CH:36]=O)=[N:35][C:28]=2[NH:27]1.C(O[BH-](OC(=O)C)OC(=O)C)(=O)C.[Na+]. (3) The reactants are: [P:1]([O-:12])([O:7][C:8]([CH3:11])([CH3:10])[CH3:9])[O:2][C:3]([CH3:6])([CH3:5])[CH3:4].C[Si]([N-][Si](C)(C)C)(C)C.[Li+].[Br:23][CH2:24][C:25]1[CH:32]=[CH:31][C:28]([CH:29]=[O:30])=[C:27]([Br:33])[CH:26]=1.C([O-])(=O)C.[NH4+]. Given the product [Br:33][C:27]1[CH:26]=[C:25]([CH2:24][Br:23])[CH:32]=[CH:31][C:28]=1[CH:29]([P:1](=[O:12])([O:7][C:8]([CH3:11])([CH3:10])[CH3:9])[O:2][C:3]([CH3:5])([CH3:6])[CH3:4])[OH:30], predict the reactants needed to synthesize it.